Dataset: Full USPTO retrosynthesis dataset with 1.9M reactions from patents (1976-2016). Task: Predict the reactants needed to synthesize the given product. (1) Given the product [F:16][C:15]1([F:17])[C:2]2([CH2:5][CH:4]([C:6]([O:8][CH2:9][CH3:10])=[O:7])[CH2:3]2)[CH2:1]1, predict the reactants needed to synthesize it. The reactants are: [CH2:1]=[C:2]1[CH2:5][CH:4]([C:6]([O:8][CH2:9][CH3:10])=[O:7])[CH2:3]1.[Si]([C:15](F)([F:17])[F:16])(C)(C)C. (2) Given the product [C:31]1([CH:24]([C:25]2[CH:30]=[CH:29][CH:28]=[CH:27][CH:26]=2)[N:17]2[C:18]3[C:23](=[CH:22][CH:21]=[CH:20][CH:19]=3)[C:15]3([C:12]4[CH:13]=[CH:14][C:9]([OH:8])=[CH:10][C:11]=4[O:39][CH2:38]3)[C:16]2=[O:37])[CH:32]=[CH:33][CH:34]=[CH:35][CH:36]=1, predict the reactants needed to synthesize it. The reactants are: C([O:8][C:9]1[CH:14]=[CH:13][C:12]2[C:15]3([CH2:38][O:39][C:11]=2[CH:10]=1)[C:23]1[C:18](=[CH:19][CH:20]=[CH:21][CH:22]=1)[N:17]([CH:24]([C:31]1[CH:36]=[CH:35][CH:34]=[CH:33][CH:32]=1)[C:25]1[CH:30]=[CH:29][CH:28]=[CH:27][CH:26]=1)[C:16]3=[O:37])C1C=CC=CC=1.I[Si](C)(C)C. (3) Given the product [F:26][C:23]1[CH:24]=[CH:25][C:20]([C@:13]2([CH2:16][CH2:17][CH2:18][OH:19])[O:12][C:11](=[O:27])[N:10]([C@H:8]([C:5]3[CH:6]=[CH:7][C:2]([C:29]4[CH:30]=[CH:31][CH:32]=[CH:33][N:28]=4)=[CH:3][CH:4]=3)[CH3:9])[CH2:15][CH2:14]2)=[CH:21][CH:22]=1, predict the reactants needed to synthesize it. The reactants are: Br[C:2]1[CH:7]=[CH:6][C:5]([C@@H:8]([N:10]2[CH2:15][CH2:14][C@@:13]([C:20]3[CH:25]=[CH:24][C:23]([F:26])=[CH:22][CH:21]=3)([CH2:16][CH2:17][CH2:18][OH:19])[O:12][C:11]2=[O:27])[CH3:9])=[CH:4][CH:3]=1.[N:28]1[CH:33]=[CH:32][CH:31]=[CH:30][C:29]=1B(O)O. (4) Given the product [CH2:1]([O:4][C:5]([N:7]1[CH2:11][C@H:10]([OH:12])[CH2:9][C@H:8]1[C:13]([OH:14])=[O:23])=[O:6])[C:2]1[CH:3]=[CH:27][CH:26]=[CH:25][CH:29]=1, predict the reactants needed to synthesize it. The reactants are: [CH2:1]([O:4][C:5]([N:7]1[CH2:11][C@H:10]([OH:12])[CH2:9][C@H:8]1[CH2:13][O:14][Si](C(C)(C)C)(C)C)=[O:6])[CH:2]=[CH2:3].N[OH:23].O[C@H:25]1[CH2:29]N[C@H:27](C(O)=O)[CH2:26]1. (5) Given the product [CH2:1]([O:7][CH2:8][CH2:9][CH2:10][CH2:11][CH2:12][CH2:13][CH2:14][CH2:15][NH:33][C:34]1[CH:35]=[N:36][CH:37]=[CH:38][CH:39]=1)[CH2:2][CH2:3][CH2:4][CH2:5][CH3:6], predict the reactants needed to synthesize it. The reactants are: [CH2:1]([O:7][CH2:8][CH2:9][CH2:10][CH2:11][CH2:12][CH2:13][CH2:14][CH:15]=O)[CH2:2][CH2:3][CH2:4][CH2:5][CH3:6].C(OCCCCCCCCO)CCCCC.[NH2:33][C:34]1[CH:35]=[N:36][CH:37]=[CH:38][CH:39]=1.Cl.C([BH3-])#N.[Na+]. (6) Given the product [NH2:23][C:17]1[CH:18]=[C:19]([CH:20]=[C:15]([N:12]2[CH2:11][CH2:10][CH:9]([O:8][Si:1]([C:4]([CH3:7])([CH3:6])[CH3:5])([CH3:2])[CH3:3])[CH2:14][CH2:13]2)[C:16]=1[Cl:31])[C:21]#[N:22], predict the reactants needed to synthesize it. The reactants are: [Si:1]([O:8][CH:9]1[CH2:14][CH2:13][N:12]([C:15]2[C:16]([Cl:31])=[C:17]([NH:23]C(=O)OC(C)(C)C)[CH:18]=[C:19]([C:21]#[N:22])[CH:20]=2)[CH2:11][CH2:10]1)([C:4]([CH3:7])([CH3:6])[CH3:5])([CH3:3])[CH3:2].N1C(C)=CC=CC=1C.FC(F)(F)S(O[Si](C)(C)C)(=O)=O.